The task is: Regression. Given two drug SMILES strings and cell line genomic features, predict the synergy score measuring deviation from expected non-interaction effect.. This data is from NCI-60 drug combinations with 297,098 pairs across 59 cell lines. Drug 1: C1C(C(OC1N2C=NC3=C(N=C(N=C32)Cl)N)CO)O. Drug 2: CC12CCC3C(C1CCC2OP(=O)(O)O)CCC4=C3C=CC(=C4)OC(=O)N(CCCl)CCCl.[Na+]. Cell line: DU-145. Synergy scores: CSS=27.9, Synergy_ZIP=-7.12, Synergy_Bliss=-0.289, Synergy_Loewe=-8.90, Synergy_HSA=1.14.